This data is from Reaction yield outcomes from USPTO patents with 853,638 reactions. The task is: Predict the reaction yield, written as a fraction of the theoretical maximum amount of product (1.0 means a 100% yield; for example, 0.34 means a 34% yield). The reactants are [C:1]([C:3]1[CH:8]=[CH:7][C:6]([C:9]2[N:10]=[C:11]([CH:14]([CH3:31])[C:15]([C:23]3[CH:28]=[CH:27][C:26]([F:29])=[CH:25][C:24]=3[F:30])([OH:22])[CH2:16][N:17]3[CH:21]=[N:20][CH:19]=[N:18]3)[S:12][CH:13]=2)=[CH:5][CH:4]=1)#[N:2].N1C=NN=N1.C(N(C(C)C)[P:41]([O:50][CH2:51][C:52]1[CH:57]=[CH:56][CH:55]=[CH:54][CH:53]=1)[O:42][CH2:43][C:44]1[CH:49]=[CH:48][CH:47]=[CH:46][CH:45]=1)(C)C.[OH:61]O. The catalyst is CN(C)C1C=CN=CC=1.C(Cl)Cl. The product is [P:41]([O:22][C:15]([C:23]1[CH:28]=[CH:27][C:26]([F:29])=[CH:25][C:24]=1[F:30])([CH:14]([C:11]1[S:12][CH:13]=[C:9]([C:6]2[CH:7]=[CH:8][C:3]([C:1]#[N:2])=[CH:4][CH:5]=2)[N:10]=1)[CH3:31])[CH2:16][N:17]1[CH:21]=[N:20][CH:19]=[N:18]1)([O:42][CH2:43][C:44]1[CH:45]=[CH:46][CH:47]=[CH:48][CH:49]=1)([O:50][CH2:51][C:52]1[CH:53]=[CH:54][CH:55]=[CH:56][CH:57]=1)=[O:61]. The yield is 0.510.